Dataset: HIV replication inhibition screening data with 41,000+ compounds from the AIDS Antiviral Screen. Task: Binary Classification. Given a drug SMILES string, predict its activity (active/inactive) in a high-throughput screening assay against a specified biological target. (1) The compound is COC(=NN=Cc1ccc(OC)cc1OC)c1ccncc1. The result is 0 (inactive). (2) The drug is Cc1ccc2c(n1)C(N1CCOCC1)=CC(=O)C2=O. The result is 0 (inactive). (3) The molecule is O=c1[nH]c(=O)n(C2CC(O)C(CO)O2)cc1OCC1CCCCC1. The result is 0 (inactive). (4) The molecule is O=C1c2cccnc2S(=O)N1Cc1ccccc1. The result is 1 (active). (5) The molecule is Cc1ccc(N2CN(c3ccc(C)cc3)CC(C)(N)C2)cc1. The result is 0 (inactive).